Dataset: Reaction yield outcomes from USPTO patents with 853,638 reactions. Task: Predict the reaction yield, written as a fraction of the theoretical maximum amount of product (1.0 means a 100% yield; for example, 0.34 means a 34% yield). (1) The catalyst is O1CCOCC1.C1C=CC(/C=C/C(/C=C/C2C=CC=CC=2)=O)=CC=1.C1C=CC(/C=C/C(/C=C/C2C=CC=CC=2)=O)=CC=1.C1C=CC(/C=C/C(/C=C/C2C=CC=CC=2)=O)=CC=1.[Pd].[Pd]. The yield is 0.310. The product is [CH:23]([NH:22][C:20](=[O:21])[CH2:19][O:18][C:17]1[CH:26]=[CH:27][CH:28]=[C:15]([C:4]2[CH:3]=[C:2]([NH:1][C:30]3[CH:35]=[CH:34][N:33]=[CH:32][CH:31]=3)[N:7]=[C:6]([N:8]3[CH2:9][CH2:10][N:11]([CH3:14])[CH2:12][CH2:13]3)[N:5]=2)[CH:16]=1)([CH3:25])[CH3:24]. The reactants are [NH2:1][C:2]1[N:7]=[C:6]([N:8]2[CH2:13][CH2:12][N:11]([CH3:14])[CH2:10][CH2:9]2)[N:5]=[C:4]([C:15]2[CH:16]=[C:17]([CH:26]=[CH:27][CH:28]=2)[O:18][CH2:19][C:20]([NH:22][CH:23]([CH3:25])[CH3:24])=[O:21])[CH:3]=1.I[C:30]1[CH:35]=[CH:34][N:33]=[CH:32][CH:31]=1.CC(C1C=C(C(C)C)C(C2C=CC=CC=2P(C2CCCCC2)C2CCCCC2)=C(C(C)C)C=1)C.C([O-])([O-])=O.[Cs+].[Cs+]. (2) The reactants are [CH3:1][CH:2]([CH3:57])[C@H:3]([NH:52][C:53](=[O:56])[O:54][CH3:55])[C:4]([N:6]1[CH2:10][CH2:9][CH2:8][C@H:7]1[C:11]1[NH:12][CH:13]=[C:14]([C:16]2[CH:21]=[CH:20][C:19]([C:22]3[CH:27]=[CH:26][C:25]([C:28]4[N:29]=[C:30]([CH:33]5[CH2:40][C:36]6([CH2:39][NH:38][CH2:37]6)[CH2:35][N:34]5[C:41](=[O:51])[C@@H:42]([NH:46][C:47]([O:49][CH3:50])=[O:48])[CH:43]([CH3:45])[CH3:44])[NH:31][CH:32]=4)=[CH:24][CH:23]=3)=[CH:18][CH:17]=2)[N:15]=1)=[O:5].[CH3:58][N:59]=[C:60]=[O:61].C(=O)([O-])[O-].[K+].[K+]. The catalyst is C(Cl)Cl. The product is [CH3:1][CH:2]([CH3:57])[C@H:3]([NH:52][C:53](=[O:56])[O:54][CH3:55])[C:4]([N:6]1[CH2:10][CH2:9][CH2:8][C@H:7]1[C:11]1[NH:12][CH:13]=[C:14]([C:16]2[CH:21]=[CH:20][C:19]([C:22]3[CH:23]=[CH:24][C:25]([C:28]4[N:29]=[C:30]([CH:33]5[CH2:40][C:36]6([CH2:37][N:38]([C:60]([NH:59][CH3:58])=[O:61])[CH2:39]6)[CH2:35][N:34]5[C:41](=[O:51])[C@@H:42]([NH:46][C:47]([O:49][CH3:50])=[O:48])[CH:43]([CH3:44])[CH3:45])[NH:31][CH:32]=4)=[CH:26][CH:27]=3)=[CH:18][CH:17]=2)[N:15]=1)=[O:5]. The yield is 0.700. (3) The reactants are [F:1][C:2]1[CH:7]=[C:6]([F:8])[CH:5]=[CH:4][C:3]=1[NH2:9].C(N(CC)CC)C.[CH2:17]([S:20](Cl)(=[O:22])=[O:21])[CH2:18][CH3:19].Cl. The catalyst is O1CCCC1. The product is [F:1][C:2]1[CH:7]=[C:6]([F:8])[CH:5]=[CH:4][C:3]=1[NH:9][S:20]([CH2:17][CH2:18][CH3:19])(=[O:22])=[O:21]. The yield is 0.280. (4) The reactants are [Cl:1][C:2]1[CH:22]=[CH:21][C:5]2[N:6]([CH3:20])[C:7](=[O:19])[CH2:8][N:9]=[C:10]([C:11]3[CH:16]=[CH:15][C:14]([O:17][CH3:18])=[CH:13][CH:12]=3)[C:4]=2[CH:3]=1.CC(C)([O-])C.[K+].[Cl:29][C:30]1[CH:37]=[CH:36][CH:35]=[CH:34][C:31]=1[CH2:32]Br.C(OCC)(=O)C. The catalyst is C1COCC1. The product is [Cl:1][C:2]1[CH:22]=[CH:21][C:5]2[N:6]([CH3:20])[C:7](=[O:19])[CH:8]([CH2:32][C:31]3[CH:34]=[CH:35][CH:36]=[CH:37][C:30]=3[Cl:29])[N:9]=[C:10]([C:11]3[CH:12]=[CH:13][C:14]([O:17][CH3:18])=[CH:15][CH:16]=3)[C:4]=2[CH:3]=1. The yield is 0.830. (5) The reactants are [C:1]([O:5][C:6](=[O:30])[CH2:7][O:8][CH2:9][C@@H:10]1[C:18]2[C:13](=[CH:14][CH:15]=[CH:16][CH:17]=2)[CH2:12][C@H:11]1[NH:19]C(O[Si](C(C)(C)C)(C)C)=O)([CH3:4])([CH3:3])[CH3:2].[F-].C([N+](CCCC)(CCCC)CCCC)CCC.[Cl-].[NH4+]. The catalyst is C1COCC1. The product is [NH2:19][C@@H:11]1[CH2:12][C:13]2[C:18](=[CH:17][CH:16]=[CH:15][CH:14]=2)[C@H:10]1[CH2:9][O:8][CH2:7][C:6]([O:5][C:1]([CH3:4])([CH3:3])[CH3:2])=[O:30]. The yield is 1.00. (6) The reactants are [CH2:1]([O:8][C:9]1[C:10]([C:28]([OH:30])=O)=[N:11][C:12]([CH2:16][C:17]2(C3C=CC=CN=3)[CH2:21][CH2:20][CH2:19][CH2:18]2)=[N:13][C:14]=1[OH:15])[C:2]1[CH:7]=[CH:6][CH:5]=[CH:4][CH:3]=1.C(N(CC)C(C)C)(C)C.CN(C(ON1N=N[C:50]2[CH:51]=[CH:52][CH:53]=[N:54][C:49]1=2)=[N+](C)C)C.F[P-](F)(F)(F)(F)F.[Si:64]([O:71][CH2:72][CH2:73][NH:74][CH3:75])([C:67]([CH3:70])([CH3:69])[CH3:68])([CH3:66])[CH3:65]. The catalyst is CN(C)C=O.CCCCCC.C(OCC)(=O)C. The product is [Si:64]([O:71][CH2:72][CH2:73][N:74]([CH3:75])[C:28]([C:10]1[C:9]([O:8][CH2:1][C:2]2[CH:7]=[CH:6][CH:5]=[CH:4][CH:3]=2)=[C:14]([OH:15])[N:13]=[C:12]([CH2:16][C:17]2([C:49]3[CH:50]=[CH:51][CH:52]=[CH:53][N:54]=3)[CH2:18][CH2:19][CH2:20][CH2:21]2)[N:11]=1)=[O:30])([C:67]([CH3:70])([CH3:69])[CH3:68])([CH3:65])[CH3:66]. The yield is 0.770. (7) The reactants are [C:1]([C:5]1[CH:10]=[CH:9][C:8]([N+:11]([O-:13])=[O:12])=[CH:7][C:6]=1N)([CH3:4])([CH3:3])[CH3:2].N([O-])=O.[Na+].[O-:19][S:20]([O-:22])=O.[Na+].[Na+].[ClH:25]. The catalyst is O.[O-]S([O-])(=O)=O.[Cu+2]. The product is [C:1]([C:5]1[CH:10]=[CH:9][C:8]([N+:11]([O-:13])=[O:12])=[CH:7][C:6]=1[S:20]([Cl:25])(=[O:22])=[O:19])([CH3:4])([CH3:3])[CH3:2]. The yield is 0.170. (8) The reactants are [Cl:1][C:2]1[CH:10]=[C:9]([CH:11]([CH3:13])[CH3:12])[CH:8]=[CH:7][C:3]=1[C:4]([OH:6])=O.F[P-](F)(F)(F)(F)F.N1(OC(N(C)C)=[N+](C)C)C2N=CC=CC=2N=N1.C(N(CC)CC)C.[NH2:45][CH2:46][C:47]1[C:48]([OH:55])=[N:49][C:50]([CH3:54])=[CH:51][C:52]=1[CH3:53]. The catalyst is ClCCl. The product is [Cl:1][C:2]1[CH:10]=[C:9]([CH:11]([CH3:13])[CH3:12])[CH:8]=[CH:7][C:3]=1[C:4]([NH:45][CH2:46][C:47]1[C:48]([OH:55])=[N:49][C:50]([CH3:54])=[CH:51][C:52]=1[CH3:53])=[O:6]. The yield is 0.239. (9) The product is [Cl:1][C:2]1[CH:3]=[C:4]([CH:13]2[CH2:14][CH2:15][CH2:16][CH2:17][CH2:18]2)[C:5]2[O:9][CH:8]([CH2:10][NH:11][C:29](=[O:30])[O:31][CH3:32])[CH2:7][C:6]=2[CH:12]=1. The reactants are [Cl:1][C:2]1[CH:3]=[C:4]([CH:13]2[CH2:18][CH2:17][CH2:16][CH2:15][CH2:14]2)[C:5]2[O:9][CH:8]([CH2:10][NH2:11])[CH2:7][C:6]=2[CH:12]=1.C(N(C(C)C)CC)(C)C.Cl[C:29]([O:31][CH3:32])=[O:30]. The yield is 0.930. No catalyst specified. (10) The reactants are [Cl:1][C:2]1[CH:7]=[CH:6][N:5]2[N:8]=[C:9]([C:13]3[CH:18]=[CH:17][C:16]([O:19][CH3:20])=[CH:15][CH:14]=3)[C:10]([CH:11]=[O:12])=[C:4]2[CH:3]=1.[C:21]([Mg]Br)#[CH:22].C(=O)(O)[O-].[Na+]. The catalyst is O1CCCC1. The product is [Cl:1][C:2]1[CH:7]=[CH:6][N:5]2[N:8]=[C:9]([C:13]3[CH:18]=[CH:17][C:16]([O:19][CH3:20])=[CH:15][CH:14]=3)[C:10]([CH:11]([OH:12])[C:21]#[CH:22])=[C:4]2[CH:3]=1. The yield is 1.00.